This data is from Full USPTO retrosynthesis dataset with 1.9M reactions from patents (1976-2016). The task is: Predict the reactants needed to synthesize the given product. (1) Given the product [OH:35][CH2:34][CH2:33][CH:30]1[CH2:31][CH2:32][N:27]([C:16]2[N:17]=[C:12]([CH2:11][C:10]3[CH:23]=[CH:24][CH:25]=[CH:26][C:9]=3[C:6]3[CH:7]=[N:8][C:3]([O:2][CH3:1])=[CH:4][CH:5]=3)[NH:13][C:14](=[O:22])[C:15]=2[C:20]#[N:21])[CH2:28][CH2:29]1, predict the reactants needed to synthesize it. The reactants are: [CH3:1][O:2][C:3]1[N:8]=[CH:7][C:6]([C:9]2[CH:26]=[CH:25][CH:24]=[CH:23][C:10]=2[CH2:11][C:12]2[NH:13][C:14](=[O:22])[C:15]([C:20]#[N:21])=[C:16](SC)[N:17]=2)=[CH:5][CH:4]=1.[NH:27]1[CH2:32][CH2:31][CH:30]([CH2:33][CH2:34][OH:35])[CH2:29][CH2:28]1. (2) Given the product [Br:3][C:4]1[CH:5]=[CH:6][C:7]([CH:10]([CH2:17][C:18]2[CH:23]=[CH:22][C:21]([O:24][CH2:25][CH2:26][C:27]3[CH:32]=[CH:31][CH:30]=[C:29]([NH:33][CH3:34])[N:28]=3)=[CH:20][CH:19]=2)[CH2:11][C:12]([OH:14])=[O:13])=[CH:8][CH:9]=1, predict the reactants needed to synthesize it. The reactants are: [OH-].[Na+].[Br:3][C:4]1[CH:9]=[CH:8][C:7]([CH:10]([CH2:17][C:18]2[CH:23]=[CH:22][C:21]([O:24][CH2:25][CH2:26][C:27]3[CH:32]=[CH:31][CH:30]=[C:29]([NH:33][CH3:34])[N:28]=3)=[CH:20][CH:19]=2)[CH2:11][C:12]([O:14]CC)=[O:13])=[CH:6][CH:5]=1. (3) The reactants are: [CH2:1]([C:3]1[N:11]=[C:10]([O:12][CH3:13])[C:9]([NH:14][C:15]([N:17]2[CH2:22][CH2:21][N:20]([C:23]3[CH:28]=[CH:27][CH:26]=[CH:25][CH:24]=3)[CH2:19][CH2:18]2)=[O:16])=[CH:8][C:4]=1[C:5](O)=[O:6])C.C1CCC(N=C=NC2CCCCC2)CC1.[CH:44]1[C:57]2[C:48](=[N:49][C:50]3[C:55]([C:56]=2[NH:58][C:59]2[CH:60]=[C:61]([NH:67][C:68](=[O:72])[CH:69]([NH2:71])[CH3:70])[CH:62]=[C:63]([CH2:65][OH:66])[CH:64]=2)=[CH:54][CH:53]=[CH:52][CH:51]=3)[CH:47]=[CH:46][CH:45]=1. Given the product [CH:54]1[C:55]2[C:50](=[N:49][C:48]3[C:57]([C:56]=2[NH:58][C:59]2[CH:60]=[C:61]([NH:67][C:68]([CH:69]([NH:71][C:5]([C:4]4[CH:8]=[C:9]([NH:14][C:15]([N:17]5[CH2:22][CH2:21][N:20]([C:23]6[CH:28]=[CH:27][CH:26]=[CH:25][CH:24]=6)[CH2:19][CH2:18]5)=[O:16])[C:10]([O:12][CH3:13])=[N:11][C:3]=4[CH3:1])=[O:6])[CH3:70])=[O:72])[CH:62]=[C:63]([CH2:65][OH:66])[CH:64]=2)=[CH:44][CH:45]=[CH:46][CH:47]=3)[CH:51]=[CH:52][CH:53]=1, predict the reactants needed to synthesize it. (4) Given the product [ClH:64].[CH2:26]([N:33]1[C:38](=[O:39])[C:37]([C:41]2[CH:48]=[CH:47][C:44]([C:45]#[N:46])=[CH:43][CH:42]=2)([CH3:40])[N:36]2[CH:49]=[N:50][CH:51]=[C:35]2[CH2:34]1)[C:27]1[CH:32]=[CH:31][CH:30]=[CH:29][CH:28]=1, predict the reactants needed to synthesize it. The reactants are: C(N1C(=O)C(C2C=CC(C#N)=CC=2)N2C=NC=C2C1)C1C=CC=CC=1.[CH2:26]([N:33]1[C:38](=[O:39])[C:37]([C:41]2[CH:48]=[CH:47][C:44]([C:45]#[N:46])=[CH:43][CH:42]=2)([CH3:40])[N:36]2[CH:49]=[N:50][CH:51]=[C:35]2[CH2:34]1)[C:27]1[CH:32]=[CH:31][CH:30]=[CH:29][CH:28]=1.[Li+].C[Si]([N-][Si](C)(C)C)(C)C.CI.[ClH:64]. (5) Given the product [CH:42]1([CH2:45][C:46]#[C:47][C:2]2[CH:3]=[C:4]3[C:8](=[CH:9][CH:10]=2)[N:7]([CH:11]2[CH2:16][CH2:15][CH2:14][CH2:13][O:12]2)[N:6]=[CH:5]3)[CH2:44][CH2:43]1, predict the reactants needed to synthesize it. The reactants are: Br[C:2]1[CH:3]=[C:4]2[C:8](=[CH:9][CH:10]=1)[N:7]([CH:11]1[CH2:16][CH2:15][CH2:14][CH2:13][O:12]1)[N:6]=[CH:5]2.CCCC[N+](CCCC)(CCCC)CCCC.[F-].C(N(CC)CC)C.[CH:42]1([CH2:45][C:46]#[C:47][Si](C)(C)C)[CH2:44][CH2:43]1.